This data is from NCI-60 drug combinations with 297,098 pairs across 59 cell lines. The task is: Regression. Given two drug SMILES strings and cell line genomic features, predict the synergy score measuring deviation from expected non-interaction effect. (1) Drug 1: C1=NC(=NC(=O)N1C2C(C(C(O2)CO)O)O)N. Drug 2: C1=CC=C(C=C1)NC(=O)CCCCCCC(=O)NO. Cell line: MALME-3M. Synergy scores: CSS=15.2, Synergy_ZIP=-7.92, Synergy_Bliss=-4.65, Synergy_Loewe=-1.72, Synergy_HSA=-0.142. (2) Drug 1: COC1=C(C=C2C(=C1)N=CN=C2NC3=CC(=C(C=C3)F)Cl)OCCCN4CCOCC4. Drug 2: CCCS(=O)(=O)NC1=C(C(=C(C=C1)F)C(=O)C2=CNC3=C2C=C(C=N3)C4=CC=C(C=C4)Cl)F. Cell line: RPMI-8226. Synergy scores: CSS=4.50, Synergy_ZIP=2.30, Synergy_Bliss=7.80, Synergy_Loewe=-6.33, Synergy_HSA=3.53. (3) Drug 1: CC12CCC(CC1=CCC3C2CCC4(C3CC=C4C5=CN=CC=C5)C)O. Drug 2: CNC(=O)C1=CC=CC=C1SC2=CC3=C(C=C2)C(=NN3)C=CC4=CC=CC=N4. Cell line: UACC62. Synergy scores: CSS=9.12, Synergy_ZIP=4.44, Synergy_Bliss=0.154, Synergy_Loewe=0.542, Synergy_HSA=0.550. (4) Drug 1: CCCS(=O)(=O)NC1=C(C(=C(C=C1)F)C(=O)C2=CNC3=C2C=C(C=N3)C4=CC=C(C=C4)Cl)F. Drug 2: CC1CCCC2(C(O2)CC(NC(=O)CC(C(C(=O)C(C1O)C)(C)C)O)C(=CC3=CSC(=N3)C)C)C. Cell line: MDA-MB-231. Synergy scores: CSS=6.60, Synergy_ZIP=4.89, Synergy_Bliss=7.02, Synergy_Loewe=2.11, Synergy_HSA=4.96. (5) Drug 1: CCC1(CC2CC(C3=C(CCN(C2)C1)C4=CC=CC=C4N3)(C5=C(C=C6C(=C5)C78CCN9C7C(C=CC9)(C(C(C8N6C)(C(=O)OC)O)OC(=O)C)CC)OC)C(=O)OC)O.OS(=O)(=O)O. Drug 2: C1=NC2=C(N1)C(=S)N=CN2. Cell line: HS 578T. Synergy scores: CSS=28.7, Synergy_ZIP=-6.70, Synergy_Bliss=-0.411, Synergy_Loewe=-0.431, Synergy_HSA=-0.131. (6) Drug 1: CC1=CC2C(CCC3(C2CCC3(C(=O)C)OC(=O)C)C)C4(C1=CC(=O)CC4)C. Drug 2: CS(=O)(=O)OCCCCOS(=O)(=O)C. Cell line: ACHN. Synergy scores: CSS=30.8, Synergy_ZIP=-9.40, Synergy_Bliss=-1.75, Synergy_Loewe=-4.76, Synergy_HSA=-1.00. (7) Drug 1: CC1=C(C(=CC=C1)Cl)NC(=O)C2=CN=C(S2)NC3=CC(=NC(=N3)C)N4CCN(CC4)CCO. Drug 2: COCCOC1=C(C=C2C(=C1)C(=NC=N2)NC3=CC=CC(=C3)C#C)OCCOC.Cl. Cell line: M14. Synergy scores: CSS=-0.239, Synergy_ZIP=1.74, Synergy_Bliss=2.11, Synergy_Loewe=-0.830, Synergy_HSA=-1.63.